Dataset: Full USPTO retrosynthesis dataset with 1.9M reactions from patents (1976-2016). Task: Predict the reactants needed to synthesize the given product. (1) The reactants are: [Cl:1][C:2]1[CH:7]=[C:6]([CH2:8][CH2:9][NH:10][C:11]2[N:16]=[C:15]([C:17]3[CH:22]=[CH:21][CH:20]=[C:19]([CH2:23][NH:24][CH:25]([CH3:27])[CH3:26])[CH:18]=3)[CH:14]=[CH:13][N:12]=2)[CH:5]=[CH:4][C:3]=1[OH:28].[Br:29][C:30]1[CH:31]=[N:32][CH:33]=[C:34]([CH:38]=1)[C:35](O)=[O:36]. Given the product [Br:29][C:30]1[CH:31]=[N:32][CH:33]=[C:34]([CH:38]=1)[C:35]([N:24]([CH2:23][C:19]1[CH:20]=[CH:21][CH:22]=[C:17]([C:15]2[CH:14]=[CH:13][N:12]=[C:11]([NH:10][CH2:9][CH2:8][C:6]3[CH:5]=[CH:4][C:3]([OH:28])=[C:2]([Cl:1])[CH:7]=3)[N:16]=2)[CH:18]=1)[CH:25]([CH3:26])[CH3:27])=[O:36], predict the reactants needed to synthesize it. (2) Given the product [C:18]1(=[O:39])[C:16]2[C:17](=[CH:19][CH:20]=[CH:21][CH:22]=2)[CH2:4][O:5]1, predict the reactants needed to synthesize it. The reactants are: IC1C=CC=CC=1[CH2:4][OH:5].C(N([CH:16]([CH3:18])[CH3:17])C(C)C)C.[C:19]1(P([C:20]2[CH:19]=CC=[CH:22][CH:21]=2)[C:20]2[CH:19]=CC=[CH:22][CH:21]=2)C=C[CH:22]=[CH:21][CH:20]=1.[C]=[O:39]. (3) The reactants are: Cl.[NH:2]1[CH2:7][CH2:6][CH:5]([CH2:8][O:9][C:10]2[C:11]([NH2:16])=[N:12][CH:13]=[CH:14][CH:15]=2)[CH2:4][CH2:3]1.[C:17]12([NH:22][C:23]([C:25]3[CH:30]=[C:29](Cl)[N:28]=[C:27]([O:32][CH2:33][C@H:34]4[CH2:36][C@H:35]4[C:37]#[N:38])[N:26]=3)=[O:24])[CH2:21][CH:19]([CH2:20]1)[CH2:18]2.C(Cl)Cl.CO. Given the product [NH2:16][C:11]1[C:10]([O:9][CH2:8][CH:5]2[CH2:6][CH2:7][N:2]([C:29]3[N:28]=[C:27]([O:32][CH2:33][C@H:34]4[CH2:36][C@H:35]4[C:37]#[N:38])[N:26]=[C:25]([C:23]([NH:22][C:17]45[CH2:21][CH:19]([CH2:18]4)[CH2:20]5)=[O:24])[CH:30]=3)[CH2:3][CH2:4]2)=[CH:15][CH:14]=[CH:13][N:12]=1, predict the reactants needed to synthesize it. (4) Given the product [CH2:1]([N:8]1[C:16]2[C:11](=[CH:12][CH:13]=[C:14]([O:17][CH:39]3[CH2:43][CH2:42][CH2:41][CH2:40]3)[CH:15]=2)[C:10]([C:18]([NH:20][CH2:21][C:22]2[CH:27]=[CH:26][C:25]([F:28])=[C:24]([F:29])[CH:23]=2)=[O:19])=[C:9]1[CH:30]([CH3:32])[CH3:31])[C:2]1[CH:7]=[CH:6][CH:5]=[CH:4][CH:3]=1, predict the reactants needed to synthesize it. The reactants are: [CH2:1]([N:8]1[C:16]2[C:11](=[CH:12][CH:13]=[C:14]([OH:17])[CH:15]=2)[C:10]([C:18]([NH:20][CH2:21][C:22]2[CH:27]=[CH:26][C:25]([F:28])=[C:24]([F:29])[CH:23]=2)=[O:19])=[C:9]1[CH:30]([CH3:32])[CH3:31])[C:2]1[CH:7]=[CH:6][CH:5]=[CH:4][CH:3]=1.C([O-])([O-])=O.[K+].[K+].[CH:39]1(I)[CH2:43][CH2:42][CH2:41][CH2:40]1. (5) The reactants are: [N+:1]([C:4]1[C:5]([C:28](OCC)=[O:29])=[N:6][C:7]([NH:19][C:20]2[CH:25]=[CH:24][CH:23]=[C:22]([CH2:26][OH:27])[CH:21]=2)=[N:8][C:9]=1[NH:10][C:11]1[CH:16]=[CH:15][CH:14]=[CH:13][C:12]=1[O:17][CH3:18])([O-])=O.ClC1N=C([C:40](OCC)=[O:41])C([N+]([O-])=O)=C(NC2C=CC=CC=2OC)N=1.[NH2:57]C1C=C(C=CC=1)CO.C(N(C(C)C)CC)(C)C. Given the product [OH:27][CH2:26][C:22]1[CH:21]=[C:20]([NH:19][C:7]2[N:8]=[C:9]3[C:4]([NH:1][C:40](=[O:41])[N:10]3[C:11]3[CH:16]=[CH:15][CH:14]=[CH:13][C:12]=3[O:17][CH3:18])=[C:5]([C:28]([NH2:57])=[O:29])[N:6]=2)[CH:25]=[CH:24][CH:23]=1, predict the reactants needed to synthesize it. (6) Given the product [NH2:14][C:11]1[CH:12]=[CH:13][C:8]([N:5]2[CH2:6][CH2:7][N:2]([CH3:1])[CH2:3][CH2:4]2)=[C:9]([NH:17][C:18](=[O:21])[CH:19]=[CH2:20])[CH:10]=1, predict the reactants needed to synthesize it. The reactants are: [CH3:1][N:2]1[CH2:7][CH2:6][N:5]([C:8]2[CH:13]=[CH:12][C:11]([N+:14]([O-])=O)=[CH:10][C:9]=2[NH:17][C:18](=[O:21])[CH:19]=[CH2:20])[CH2:4][CH2:3]1.[NH4+].[Cl-]. (7) Given the product [C:45]([OH:51])([C:47]([F:50])([F:49])[F:48])=[O:46].[N:1]1[CH:6]=[CH:5][C:4]([C:7]2[C:15]3[C:10](=[CH:11][CH:12]=[C:13]([C:16]([NH2:18])=[O:17])[CH:14]=3)[NH:9][N:8]=2)=[CH:3][CH:2]=1, predict the reactants needed to synthesize it. The reactants are: [N:1]1[CH:6]=[CH:5][C:4]([C:7]2[C:15]3[C:10](=[CH:11][CH:12]=[C:13]([C:16]([NH2:18])=[O:17])[CH:14]=3)[N:9](C(C3C=CC=CC=3)(C3C=CC=CC=3)C3C=CC=CC=3)[N:8]=2)=[CH:3][CH:2]=1.C([SiH](CC)CC)C.[C:45]([OH:51])([C:47]([F:50])([F:49])[F:48])=[O:46]. (8) Given the product [CH3:38][S:35]([N:32]1[CH2:31][CH:30]=[C:29]([C:26]2[CH:27]=[CH:28][C:23]([O:22][CH2:21][CH:18]3[CH2:19][CH2:20][NH:15][CH2:16][CH2:17]3)=[CH:24][CH:25]=2)[CH2:34][CH2:33]1)(=[O:36])=[O:37], predict the reactants needed to synthesize it. The reactants are: FC(F)(F)C(O)=O.C(OC([N:15]1[CH2:20][CH2:19][CH:18]([CH2:21][O:22][C:23]2[CH:28]=[CH:27][C:26]([C:29]3[CH2:30][CH2:31][N:32]([S:35]([CH3:38])(=[O:37])=[O:36])[CH2:33][CH:34]=3)=[CH:25][CH:24]=2)[CH2:17][CH2:16]1)=O)(C)(C)C.[OH-].[Na+].